From a dataset of Full USPTO retrosynthesis dataset with 1.9M reactions from patents (1976-2016). Predict the reactants needed to synthesize the given product. (1) Given the product [Br:1][C:2]1[CH:7]=[CH:6][CH:5]=[CH:4][C:3]=1[CH2:8][CH2:9][OH:10], predict the reactants needed to synthesize it. The reactants are: [Br:1][C:2]1[CH:7]=[CH:6][CH:5]=[CH:4][C:3]=1[CH2:8][C:9](O)=[O:10].[BH4-].[Na+].B(F)(F)F.CCOCC. (2) The reactants are: [NH2:1][C:2]1[CH:3]=[C:4]2[C:8](=[CH:9][CH:10]=1)[NH:7][C:6]([C:11]([N:13]1[CH2:18][CH2:17][CH:16]([CH2:19][C:20]([CH3:23])([OH:22])[CH3:21])[CH2:15][CH2:14]1)=[O:12])=[CH:5]2.CO[CH:26]1[CH2:30][CH2:29][CH:28](OC)O1.C(O)(=O)C.Cl. Given the product [CH3:21][C:20]([OH:22])([CH3:23])[CH2:19][CH:16]1[CH2:17][CH2:18][N:13]([C:11]([C:6]2[NH:7][C:8]3[C:4]([CH:5]=2)=[CH:3][C:2]([N:1]2[CH:26]=[CH:30][CH:29]=[CH:28]2)=[CH:10][CH:9]=3)=[O:12])[CH2:14][CH2:15]1, predict the reactants needed to synthesize it. (3) Given the product [C:13]([O:17][C:18]([N:20]1[CH2:25][C@@H:24]2[CH2:26][C@H:21]1[CH2:22][N:23]2[C:10]([C:2]1[NH:1][C:9]2[C:4]([CH:3]=1)=[CH:5][CH:6]=[CH:7][CH:8]=2)=[O:11])=[O:19])([CH3:16])([CH3:14])[CH3:15], predict the reactants needed to synthesize it. The reactants are: [NH:1]1[C:9]2[C:4](=[CH:5][CH:6]=[CH:7][CH:8]=2)[CH:3]=[C:2]1[C:10](Cl)=[O:11].[C:13]([O:17][C:18]([N:20]1[CH2:25][C@@H:24]2[CH2:26][C@H:21]1[CH2:22][NH:23]2)=[O:19])([CH3:16])([CH3:15])[CH3:14]. (4) Given the product [CH2:1]([N:3]([CH2:4][CH2:5][OH:6])[C:7](=[O:14])[C:8]1[CH:13]=[CH:12][CH:11]=[CH:10][CH:9]=1)[CH3:2], predict the reactants needed to synthesize it. The reactants are: [CH2:1]([NH:3][CH2:4][CH2:5][OH:6])[CH3:2].[C:7](Cl)(=[O:14])[C:8]1[CH:13]=[CH:12][CH:11]=[CH:10][CH:9]=1. (5) Given the product [NH2:13][C:12]1[C:11]2[C:10]3[CH2:9][C:8]([CH3:14])([CH3:15])[CH2:7][CH2:6][C:5]=3[C:4]([N:16]([CH3:18])[CH3:17])=[N:3][C:2]=2[S:1][C:26]=1[C:27]([NH2:29])=[O:28], predict the reactants needed to synthesize it. The reactants are: [SH:1][C:2]1[N:3]=[C:4]([N:16]([CH3:18])[CH3:17])[C:5]2[CH2:6][CH2:7][C:8]([CH3:15])([CH3:14])[CH2:9][C:10]=2[C:11]=1[C:12]#[N:13].C(=O)([O-])[O-].[K+].[K+].Cl[CH2:26][C:27]([NH2:29])=[O:28].